This data is from Full USPTO retrosynthesis dataset with 1.9M reactions from patents (1976-2016). The task is: Predict the reactants needed to synthesize the given product. (1) Given the product [C:31]([O:35][C:36](=[O:37])[NH:38][C:39]1[CH:40]=[C:41]2[C:45](=[CH:46][CH:47]=1)[CH2:44][CH:43]([C:48]([N:17]1[CH2:16][CH2:15][CH:14]([N:7]3[C:6]4[CH:20]=[CH:21][C:3]([CH3:2])=[CH:4][C:5]=4[N:9]=[C:8]3[C:10]([OH:13])([CH3:12])[CH3:11])[CH2:19][CH2:18]1)=[O:49])[CH2:42]2)([CH3:34])([CH3:32])[CH3:33], predict the reactants needed to synthesize it. The reactants are: Cl.[CH3:2][C:3]1[CH:21]=[CH:20][C:6]2[N:7]([CH:14]3[CH2:19][CH2:18][NH:17][CH2:16][CH2:15]3)[C:8]([C:10]([OH:13])([CH3:12])[CH3:11])=[N:9][C:5]=2[CH:4]=1.C(N(CC)C(C)C)(C)C.[C:31]([O:35][C:36]([NH:38][C:39]1[CH:40]=[C:41]2[C:45](=[CH:46][CH:47]=1)[CH2:44][CH:43]([C:48](O)=[O:49])[CH2:42]2)=[O:37])([CH3:34])([CH3:33])[CH3:32].CCN=C=NCCCN(C)C.C1C=CC2N(O)N=NC=2C=1. (2) Given the product [S:1]1[CH:5]=[CH:4][CH:3]=[C:2]1[CH:6]([C:12]1[S:13][CH:14]=[CH:15][CH:16]=1)[N:7]1[CH2:8][C:9](=[O:11])[CH2:10]1, predict the reactants needed to synthesize it. The reactants are: [S:1]1[CH:5]=[CH:4][CH:3]=[C:2]1[CH:6]([C:12]1[S:13][CH:14]=[CH:15][CH:16]=1)[N:7]1[CH2:10][CH:9]([OH:11])[CH2:8]1.CS(C)=O.C(N(CC)CC)C.C(Cl)(=O)C(Cl)=O. (3) Given the product [Cl:1][C:2]1[CH:3]=[CH:4][C:5]([C:8]2([CH2:12][OH:13])[CH2:11][CH2:10][CH2:9]2)=[CH:6][CH:7]=1, predict the reactants needed to synthesize it. The reactants are: [Cl:1][C:2]1[CH:7]=[CH:6][C:5]([C:8]2([C:12](O)=[O:13])[CH2:11][CH2:10][CH2:9]2)=[CH:4][CH:3]=1.CO. (4) The reactants are: [C:1]([C:3]1[CH:8]=[CH:7][C:6]([CH2:9][C:10](O)=[O:11])=[CH:5][C:4]=1[O:13][CH2:14][CH3:15])#[N:2]. Given the product [CH2:14]([O:13][C:4]1[CH:5]=[C:6]([CH2:9][CH2:10][OH:11])[CH:7]=[CH:8][C:3]=1[C:1]#[N:2])[CH3:15], predict the reactants needed to synthesize it. (5) The reactants are: FC(F)(F)C(O)=O.FC(F)(F)C(O)=O.[NH2:15][CH2:16][CH2:17][N:18]1[CH2:23][CH2:22][N:21]([C:24]2[C:25]3[S:32][C:31]([C:33]([NH2:35])=[O:34])=[CH:30][C:26]=3[N:27]=[CH:28][N:29]=2)[CH2:20][CH2:19]1.CN(C(ON1N=NC2C=CC=NC1=2)=[N+](C)C)C.F[P-](F)(F)(F)(F)F.[CH2:60]([O:67][P:68]([O:78][C:79]1[CH:80]=[C:81]([CH:85]=[CH:86][CH:87]=1)[C:82](O)=[O:83])([O:70][CH2:71][C:72]1[CH:77]=[CH:76][CH:75]=[CH:74][CH:73]=1)=[O:69])[C:61]1[CH:66]=[CH:65][CH:64]=[CH:63][CH:62]=1. Given the product [P:68]([O:78][C:79]1[CH:87]=[CH:86][CH:85]=[C:81]([C:82](=[O:83])[NH:15][CH2:16][CH2:17][N:18]2[CH2:23][CH2:22][N:21]([C:24]3[C:25]4[S:32][C:31]([C:33](=[O:34])[NH2:35])=[CH:30][C:26]=4[N:27]=[CH:28][N:29]=3)[CH2:20][CH2:19]2)[CH:80]=1)([O:70][CH2:71][C:72]1[CH:77]=[CH:76][CH:75]=[CH:74][CH:73]=1)([O:67][CH2:60][C:61]1[CH:66]=[CH:65][CH:64]=[CH:63][CH:62]=1)=[O:69], predict the reactants needed to synthesize it. (6) Given the product [C:2]([O:6][C:7]([C:9]1([CH2:12][CH2:13][CH2:14][CH2:15][C:16](=[O:31])[CH2:17][CH2:18][CH2:19][CH2:20][C:21]([CH3:23])([CH3:22])[C:24]([O:26][CH2:27][CH3:28])=[O:25])[CH2:11][CH2:10]1)=[O:8])([CH3:5])([CH3:4])[CH3:3], predict the reactants needed to synthesize it. The reactants are: Cl.[C:2]([O:6][C:7]([C:9]1([CH2:12][CH2:13][CH2:14][CH2:15][C:16](=[O:31])[CH2:17][CH2:18][CH2:19][CH2:20][C:21]2([C:24]([O:26][C:27](C)(C)[CH3:28])=[O:25])[CH2:23][CH2:22]2)[CH2:11][CH2:10]1)=[O:8])([CH3:5])([CH3:4])[CH3:3]. (7) Given the product [C:20]([C:18]1[CH:17]=[CH:16][C:3]([NH:4][C:5]2[C:6]([C:13]([NH2:15])=[O:14])=[CH:7][N:8]([CH3:12])[C:9](=[O:11])[CH:10]=2)=[C:2]([F:1])[CH:19]=1)#[CH:21], predict the reactants needed to synthesize it. The reactants are: [F:1][C:2]1[CH:19]=[C:18]([C:20]#[C:21][Si](C)(C)C)[CH:17]=[CH:16][C:3]=1[NH:4][C:5]1[C:6]([C:13]([NH2:15])=[O:14])=[CH:7][N:8]([CH3:12])[C:9](=[O:11])[CH:10]=1.C([O-])([O-])=O.[K+].[K+]. (8) Given the product [C:29]([O:11][C@H:12]1[CH2:13][C@H:14]([C:16]([N:18]2[CH2:24][CH2:23][CH2:22][N:21]([CH:25]3[CH2:26][CH2:27][CH2:28]3)[CH2:20][CH2:19]2)=[O:17])[CH2:15]1)(=[O:31])[CH3:30], predict the reactants needed to synthesize it. The reactants are: CC1C=CC(S([O:11][C@H:12]2[CH2:15][C@@H:14]([C:16]([N:18]3[CH2:24][CH2:23][CH2:22][N:21]([CH:25]4[CH2:28][CH2:27][CH2:26]4)[CH2:20][CH2:19]3)=[O:17])[CH2:13]2)(=O)=O)=CC=1.[C:29]([O-])(=[O:31])[CH3:30].[K+]. (9) Given the product [CH3:15][C:16]1[NH:17][C:18]([CH3:23])=[C:19]([CH2:21][NH:14][CH:11]2[CH2:12][CH2:13][N:8]([C:6]([O:5][C:1]([CH3:4])([CH3:2])[CH3:3])=[O:7])[CH2:9][CH2:10]2)[N:20]=1, predict the reactants needed to synthesize it. The reactants are: [C:1]([O:5][C:6]([N:8]1[CH2:13][CH2:12][CH:11]([NH2:14])[CH2:10][CH2:9]1)=[O:7])([CH3:4])([CH3:3])[CH3:2].[CH3:15][C:16]1[NH:17][C:18]([CH3:23])=[C:19]([CH:21]=O)[N:20]=1.C(O[BH-](OC(=O)C)OC(=O)C)(=O)C.[Na+].C(=O)([O-])[O-].[K+].[K+]. (10) Given the product [OH:10][C@H:7]1[CH2:8][CH2:9][C@H:4]([NH:3][C:16](=[O:17])[O:15][C:11]([CH3:14])([CH3:13])[CH3:12])[CH2:5][CH2:6]1, predict the reactants needed to synthesize it. The reactants are: N#N.[NH2:3][C@H:4]1[CH2:9][CH2:8][C@H:7]([OH:10])[CH2:6][CH2:5]1.[C:11]([O:15][C:16](O[C:16]([O:15][C:11]([CH3:14])([CH3:13])[CH3:12])=[O:17])=[O:17])([CH3:14])([CH3:13])[CH3:12].O.